Dataset: Peptide-MHC class I binding affinity with 185,985 pairs from IEDB/IMGT. Task: Regression. Given a peptide amino acid sequence and an MHC pseudo amino acid sequence, predict their binding affinity value. This is MHC class I binding data. (1) The peptide sequence is GIGTFLHYK. The MHC is HLA-A03:01 with pseudo-sequence HLA-A03:01. The binding affinity (normalized) is 0.810. (2) The peptide sequence is IILEFFLIVL. The MHC is HLA-A02:17 with pseudo-sequence HLA-A02:17. The binding affinity (normalized) is 0.382. (3) The peptide sequence is YTFAISYCRA. The MHC is HLA-A68:02 with pseudo-sequence HLA-A68:02. The binding affinity (normalized) is 0.872. (4) The peptide sequence is AIIRILQQL. The MHC is HLA-A68:01 with pseudo-sequence HLA-A68:01. The binding affinity (normalized) is 0.0183. (5) The peptide sequence is ELKRQLADL. The MHC is HLA-B48:01 with pseudo-sequence HLA-B48:01. The binding affinity (normalized) is 0.0847. (6) The peptide sequence is YYYNFSEDL. The MHC is HLA-A11:01 with pseudo-sequence HLA-A11:01. The binding affinity (normalized) is 0.0847.